Dataset: Full USPTO retrosynthesis dataset with 1.9M reactions from patents (1976-2016). Task: Predict the reactants needed to synthesize the given product. Given the product [CH3:1][C:2]1([CH3:16])[CH2:3][N:4]([C:9]([O:11][C:12]([CH3:15])([CH3:14])[CH3:13])=[O:10])[CH2:5][CH:6]=[C:7]1[O:8][Si:30]([CH3:33])([CH3:32])[CH3:31], predict the reactants needed to synthesize it. The reactants are: [CH3:1][C:2]1([CH3:16])[C:7](=[O:8])[CH2:6][CH2:5][N:4]([C:9]([O:11][C:12]([CH3:15])([CH3:14])[CH3:13])=[O:10])[CH2:3]1.C(N(CC)CC)C.FC(F)(F)S(O[Si:30]([CH3:33])([CH3:32])[CH3:31])(=O)=O.